This data is from Forward reaction prediction with 1.9M reactions from USPTO patents (1976-2016). The task is: Predict the product of the given reaction. (1) Given the reactants [CH2:1]([C@@H:5]1[NH:10][CH2:9][C@H:8]([C:11]2[CH:16]=[CH:15][CH:14]=[CH:13][CH:12]=2)[NH:7][C:6]1=[O:17])[CH:2]([CH3:4])[CH3:3].[Cl:18][C:19]1[CH:24]=[CH:23][C:22]([C:25]2[CH:29]=[C:28]([C:30](O)=[O:31])[O:27][N:26]=2)=[CH:21][CH:20]=1.C([C@@H]1N(C([C@@H]2C[C@H]2C2C=CC=CC=2)=O)C[C@H](CC(C)C)NC1=O)C(C)C, predict the reaction product. The product is: [Cl:18][C:19]1[CH:20]=[CH:21][C:22]([C:25]2[CH:29]=[C:28]([C:30]([N:10]3[CH2:9][C@H:8]([C:11]4[CH:12]=[CH:13][CH:14]=[CH:15][CH:16]=4)[NH:7][C:6](=[O:17])[C@@H:5]3[CH2:1][CH:2]([CH3:4])[CH3:3])=[O:31])[O:27][N:26]=2)=[CH:23][CH:24]=1. (2) The product is: [CH3:25][O:26][C:27](=[O:42])[C:28]1[CH:29]=[CH:30][C:31]([O:34][CH2:35][CH2:36][C:37]2[C:16]3[C:15](=[CH:20][CH:19]=[C:18]([N+:21]([O-:23])=[O:22])[CH:17]=3)[N:14]([CH:1]([C:8]3[CH:13]=[CH:12][CH:11]=[CH:10][CH:9]=3)[C:2]3[CH:7]=[CH:6][CH:5]=[CH:4][CH:3]=3)[C:38]=2[CH2:39][CH2:40][OH:41])=[CH:32][CH:33]=1. Given the reactants [CH:1]([NH:14][C:15]1[CH:20]=[CH:19][C:18]([N+:21]([O-:23])=[O:22])=[CH:17][C:16]=1I)([C:8]1[CH:13]=[CH:12][CH:11]=[CH:10][CH:9]=1)[C:2]1[CH:7]=[CH:6][CH:5]=[CH:4][CH:3]=1.[CH3:25][O:26][C:27](=[O:42])[C:28]1[CH:33]=[CH:32][C:31]([O:34][CH2:35][CH2:36][C:37]#[C:38][CH2:39][CH2:40][OH:41])=[CH:30][CH:29]=1.[Li+].[Cl-], predict the reaction product. (3) The product is: [NH2:8][C:9]1[CH:16]=[CH:15][CH:14]=[C:13]([O:7][CH2:6][CH2:5][NH:4][CH3:3])[C:10]=1[C:11]#[N:12]. Given the reactants [H-].[Na+].[CH3:3][NH:4][CH2:5][CH2:6][OH:7].[NH2:8][C:9]1[CH:16]=[CH:15][CH:14]=[C:13](F)[C:10]=1[C:11]#[N:12], predict the reaction product. (4) Given the reactants [Cl:1][C:2]1[N:3]=[C:4]2[CH:12]=[C:11]([Cl:13])[CH:10]=[N:9][C:5]2=[N:6][C:7]=1Cl.[N:14]1([C:21]([O:23][C:24]([CH3:27])([CH3:26])[CH3:25])=[O:22])[CH2:20][CH2:19][CH2:18][NH:17][CH2:16][CH2:15]1, predict the reaction product. The product is: [Cl:1][C:2]1[N:3]=[C:4]2[CH:12]=[C:11]([Cl:13])[CH:10]=[N:9][C:5]2=[N:6][C:7]=1[N:17]1[CH2:18][CH2:19][CH2:20][N:14]([C:21]([O:23][C:24]([CH3:27])([CH3:26])[CH3:25])=[O:22])[CH2:15][CH2:16]1. (5) Given the reactants [CH3:1][N:2]1[C:6]([CH2:7][OH:8])=[C:5]([CH3:9])[N:4]=[CH:3]1.[H-].[Na+].[CH2:12]([C:16]1[N:20]([C:21]2[N:26]=[C:25]([C:27]3[S:28][CH:29]=[CH:30][CH:31]=3)[C:24]([CH3:32])=[CH:23][N:22]=2)[N:19]=[CH:18][C:17]=1[CH2:33]Cl)[CH2:13][CH2:14][CH3:15], predict the reaction product. The product is: [CH2:12]([C:16]1[N:20]([C:21]2[N:26]=[C:25]([C:27]3[S:28][CH:29]=[CH:30][CH:31]=3)[C:24]([CH3:32])=[CH:23][N:22]=2)[N:19]=[CH:18][C:17]=1[CH2:33][O:8][CH2:7][C:6]1[N:2]([CH3:1])[CH:3]=[N:4][C:5]=1[CH3:9])[CH2:13][CH2:14][CH3:15]. (6) Given the reactants [CH:1]1([NH:6][C:7]2[CH:16]=[CH:15][C:10]([C:11]([O:13]C)=[O:12])=[CH:9][C:8]=2[CH3:17])[CH2:5][CH2:4][CH2:3][CH2:2]1.[OH-].[Na+], predict the reaction product. The product is: [CH:1]1([NH:6][C:7]2[CH:16]=[CH:15][C:10]([C:11]([OH:13])=[O:12])=[CH:9][C:8]=2[CH3:17])[CH2:2][CH2:3][CH2:4][CH2:5]1. (7) Given the reactants [Br:1][C:2]1[CH:7]=[CH:6][C:5]([C@:8]2([C:28]([F:31])([F:30])[F:29])[C:18]#[C:17][CH2:16][S:15][CH2:14][C@@H:13]([C:19]([NH2:21])=O)[NH:12][C:11](=[O:22])[C@H:10]([CH2:23][C:24]([F:27])([CH3:26])[CH3:25])[NH:9]2)=[CH:4][CH:3]=1.N1C=CC=CC=1.C(OC(C(F)(F)F)=O)(C(F)(F)F)=O.C([O-])(O)=O.[Na+], predict the reaction product. The product is: [Br:1][C:2]1[CH:7]=[CH:6][C:5]([C@:8]2([C:28]([F:29])([F:30])[F:31])[C:18]#[C:17][CH2:16][S:15][CH2:14][C@@H:13]([C:19]#[N:21])[NH:12][C:11](=[O:22])[C@H:10]([CH2:23][C:24]([F:27])([CH3:26])[CH3:25])[NH:9]2)=[CH:4][CH:3]=1.